This data is from Catalyst prediction with 721,799 reactions and 888 catalyst types from USPTO. The task is: Predict which catalyst facilitates the given reaction. (1) Reactant: [Cl:1]C(OC(Cl)C)=O.C([N:21]1[CH2:24][CH:23]([O:25][CH2:26][CH2:27][CH2:28][C:29]([F:32])([F:31])[F:30])[CH2:22]1)(C1C=CC=CC=1)C1C=CC=CC=1.C(O)C. Product: [ClH:1].[F:32][C:29]([F:30])([F:31])[CH2:28][CH2:27][CH2:26][O:25][CH:23]1[CH2:22][NH:21][CH2:24]1. The catalyst class is: 4. (2) Reactant: Br[CH2:2][C:3]1[CH:8]=[CH:7][C:6]([C:9]2[CH:13]=[C:12]([C:14]([NH2:16])=[O:15])[O:11][N:10]=2)=[CH:5][CH:4]=1.[C:17]([C:21]1[CH:26]=[CH:25][CH:24]=[CH:23][C:22]=1[OH:27])([CH3:20])([CH3:19])[CH3:18].C([O-])([O-])=O.[K+].[K+]. Product: [C:17]([C:21]1[CH:26]=[CH:25][CH:24]=[CH:23][C:22]=1[O:27][CH2:2][C:3]1[CH:8]=[CH:7][C:6]([C:9]2[CH:13]=[C:12]([C:14]([NH2:16])=[O:15])[O:11][N:10]=2)=[CH:5][CH:4]=1)([CH3:20])([CH3:18])[CH3:19]. The catalyst class is: 23. (3) Reactant: [Cl:1][C:2]1[C:10]2[N:9]=[C:8]3[N:11]([C:15]4[C:16]([CH3:23])=[N:17][C:18]([O:21][CH3:22])=[CH:19][CH:20]=4)[CH2:12][CH2:13][CH2:14][N:7]3[C:6]=2[C:5]([CH:24]([OH:27])[CH2:25][CH3:26])=[CH:4][CH:3]=1.[H-].[Na+].[CH2:30](I)[CH3:31]. Product: [Cl:1][C:2]1[C:10]2[N:9]=[C:8]3[N:11]([C:15]4[C:16]([CH3:23])=[N:17][C:18]([O:21][CH3:22])=[CH:19][CH:20]=4)[CH2:12][CH2:13][CH2:14][N:7]3[C:6]=2[C:5]([CH:24]([O:27][CH2:30][CH3:31])[CH2:25][CH3:26])=[CH:4][CH:3]=1. The catalyst class is: 9. (4) Reactant: [Cl:1][C:2]1[CH:3]=[C:4]([C:10]([OH:12])=[O:11])[CH:5]=[N:6][C:7]=1[NH:8][NH2:9].[N:13]([CH:16]1[C:22]2[CH:23]=[CH:24][CH:25]=[CH:26][C:21]=2[CH2:20][S:19][C:18]2[CH:27]=[CH:28][CH:29]=[CH:30][C:17]1=2)=[C:14]=[S:15]. Product: [Cl:1][C:2]1[CH:3]=[C:4]([C:10]([OH:12])=[O:11])[CH:5]=[N:6][C:7]=1[NH:8][NH:9][C:14]([NH:13][CH:16]1[C:22]2[CH:23]=[CH:24][CH:25]=[CH:26][C:21]=2[CH2:20][S:19][C:18]2[CH:27]=[CH:28][CH:29]=[CH:30][C:17]1=2)=[S:15]. The catalyst class is: 44. (5) Reactant: [C:1]([C:5]1[CH:10]=[CH:9][C:8]([S:11]([N:14]2[C:20]3[CH:21]=[C:22]([C:25](=[O:27])[CH3:26])[CH:23]=[CH:24][C:19]=3[NH:18][C:17]3[N:28]=[C:29]([C:32]([F:35])([F:34])[F:33])[CH:30]=[CH:31][C:16]=3[CH2:15]2)(=[O:13])=[O:12])=[CH:7][CH:6]=1)([CH3:4])([CH3:3])[CH3:2]. Product: [C:1]([C:5]1[CH:6]=[CH:7][C:8]([S:11]([N:14]2[C:20]3[CH:21]=[C:22]([CH:25]([OH:27])[CH3:26])[CH:23]=[CH:24][C:19]=3[NH:18][C:17]3[N:28]=[C:29]([C:32]([F:34])([F:35])[F:33])[CH:30]=[CH:31][C:16]=3[CH2:15]2)(=[O:12])=[O:13])=[CH:9][CH:10]=1)([CH3:2])([CH3:3])[CH3:4]. The catalyst class is: 1. (6) Reactant: C([O-])([O-])=O.[Cs+].[Cs+].[Cl:7][C:8]1[CH:9]=[C:10]([C:18]2[O:22][N:21]=[C:20]([C:23]3[CH:28]=[N:27][CH:26]=[C:25]4[NH:29][CH:30]=[CH:31][C:24]=34)[N:19]=2)[CH:11]=[N:12][C:13]=1[O:14][CH:15]([CH3:17])[CH3:16].Br[CH2:33][CH2:34][CH2:35][C:36]([O:38][CH2:39][CH3:40])=[O:37]. Product: [Cl:7][C:8]1[CH:9]=[C:10]([C:18]2[O:22][N:21]=[C:20]([C:23]3[CH:28]=[N:27][CH:26]=[C:25]4[N:29]([CH2:33][CH2:34][CH2:35][C:36]([O:38][CH2:39][CH3:40])=[O:37])[CH:30]=[CH:31][C:24]=34)[N:19]=2)[CH:11]=[N:12][C:13]=1[O:14][CH:15]([CH3:17])[CH3:16]. The catalyst class is: 9. (7) Reactant: [N+:1]([O-:4])(O)=[O:2].[F:5][C:6]([F:15])([F:14])[C:7]1[CH:12]=[CH:11][CH:10]=[CH:9][C:8]=1[OH:13]. Product: [N+:1]([C:9]1[CH:10]=[CH:11][CH:12]=[C:7]([C:6]([F:15])([F:14])[F:5])[C:8]=1[OH:13])([O-:4])=[O:2]. The catalyst class is: 47. (8) Reactant: [CH2:1]([N:8]1[C@@H:13]([CH2:14][O:15][Si:16]([C:19]([CH3:22])([CH3:21])[CH3:20])([CH3:18])[CH3:17])[CH2:12][N:11]([CH2:23][C:24]2[CH:29]=[CH:28][CH:27]=[CH:26][CH:25]=2)[CH2:10][C:9]1=O)[C:2]1[CH:7]=[CH:6][CH:5]=[CH:4][CH:3]=1.[CH3:31][CH2:32][Mg+].[Br-]. Product: [CH2:1]([N:8]1[C@@H:13]([CH2:14][O:15][Si:16]([C:19]([CH3:22])([CH3:21])[CH3:20])([CH3:18])[CH3:17])[CH2:12][N:11]([CH2:23][C:24]2[CH:29]=[CH:28][CH:27]=[CH:26][CH:25]=2)[CH2:10][C:9]21[CH2:32][CH2:31]2)[C:2]1[CH:7]=[CH:6][CH:5]=[CH:4][CH:3]=1. The catalyst class is: 76.